From a dataset of Forward reaction prediction with 1.9M reactions from USPTO patents (1976-2016). Predict the product of the given reaction. (1) The product is: [C:8]1([C@H:14]2[CH2:16][C@@H:15]2[NH:17][C:18]([C@@H:20]2[CH2:25][C@@H:24]3[C@@H:22]([CH2:23]3)[N:21]2[C:39](=[O:40])[CH2:38][N:31]2[C:32]3[C:37](=[CH:36][CH:35]=[CH:34][CH:33]=3)[C:29]([C:26](=[O:28])[CH3:27])=[N:30]2)=[O:19])[CH:13]=[CH:12][CH:11]=[CH:10][CH:9]=1. Given the reactants FC(F)(F)C(O)=O.[C:8]1([C@H:14]2[CH2:16][C@@H:15]2[NH:17][C:18]([C@@H:20]2[CH2:25][C@@H:24]3[C@@H:22]([CH2:23]3)[NH:21]2)=[O:19])[CH:13]=[CH:12][CH:11]=[CH:10][CH:9]=1.[C:26]([C:29]1[C:37]2[C:32](=[CH:33][CH:34]=[CH:35][CH:36]=2)[N:31]([CH2:38][C:39](O)=[O:40])[N:30]=1)(=[O:28])[CH3:27].CN(C(ON1N=NC2C=CC=CC1=2)=[N+](C)C)C.F[P-](F)(F)(F)(F)F.CCN(C(C)C)C(C)C, predict the reaction product. (2) Given the reactants [F:1][C:2]1[CH:3]=[C:4]2[C:9](=[CH:10][CH:11]=1)[N:8]=[CH:7][C:6](C(O)=O)=[CH:5]2.C1(P([N:29]=[N+]=[N-])(C2C=CC=CC=2)=O)C=CC=CC=1.C(N(CC)CC)C.C1COCC1, predict the reaction product. The product is: [NH2:29][C:6]1[CH:7]=[N:8][C:9]2[C:4]([CH:5]=1)=[CH:3][C:2]([F:1])=[CH:11][CH:10]=2. (3) Given the reactants [CH3:1][C:2]([CH3:18])([CH3:17])[CH:3]([NH:7][C:8](=[O:16])[C:9]1[CH:14]=[CH:13][CH:12]=[CH:11][C:10]=1[CH3:15])[C:4](O)=[O:5].ClC(OCC(C)C)=O.C[N:28]1CCOCC1.[OH-].[NH4+], predict the reaction product. The product is: [NH2:28][C:4]([CH:3]([NH:7][C:8](=[O:16])[C:9]1[CH:14]=[CH:13][CH:12]=[CH:11][C:10]=1[CH3:15])[C:2]([CH3:18])([CH3:17])[CH3:1])=[O:5]. (4) Given the reactants [F:1][C:2]1[C:7]([F:8])=[CH:6][C:5]([C:9]2[CH:14]=[CH:13][N:12]=[CH:11][C:10]=2[NH:15][CH2:16][C:17]([F:20])([F:19])[F:18])=[C:4]([O:21][CH3:22])[CH:3]=1.[CH3:23][S:24]([C:27]1[CH:28]=[C:29]([CH:33]=[C:34]([C:36]([F:39])([F:38])[F:37])[CH:35]=1)[C:30](O)=[O:31])(=[O:26])=[O:25], predict the reaction product. The product is: [F:1][C:2]1[C:7]([F:8])=[CH:6][C:5]([C:9]2[CH:14]=[CH:13][N:12]=[CH:11][C:10]=2[N:15]([CH2:16][C:17]([F:18])([F:19])[F:20])[C:30](=[O:31])[C:29]2[CH:33]=[C:34]([C:36]([F:39])([F:37])[F:38])[CH:35]=[C:27]([S:24]([CH3:23])(=[O:26])=[O:25])[CH:28]=2)=[C:4]([O:21][CH3:22])[CH:3]=1. (5) Given the reactants CCN=C=NCCCN(C)C.C1C=CC2N(O)N=NC=2C=1.[Cl:22][C:23]1[C:24](=[O:44])[N:25]2[C:29](=[C:30]([C:41]([OH:43])=O)[C:31]=1[NH:32][C:33]1[CH:38]=[CH:37][C:36]([I:39])=[CH:35][C:34]=1[F:40])[CH2:28][CH2:27][CH2:26]2.Cl.[CH3:46][O:47][NH2:48], predict the reaction product. The product is: [CH3:46][O:47][NH:48][C:41]([C:30]1[C:31]([NH:32][C:33]2[CH:38]=[CH:37][C:36]([I:39])=[CH:35][C:34]=2[F:40])=[C:23]([Cl:22])[C:24](=[O:44])[N:25]2[C:29]=1[CH2:28][CH2:27][CH2:26]2)=[O:43]. (6) The product is: [CH3:8][CH:6]1[NH:7][CH:2]([CH3:1])[CH2:3][N:4]([C:9]2[CH:14]=[CH:13][C:12]([NH2:15])=[CH:11][CH:10]=2)[CH2:5]1. Given the reactants [CH3:1][CH:2]1[NH:7][CH:6]([CH3:8])[CH2:5][N:4]([C:9]2[CH:14]=[CH:13][C:12]([N+:15]([O-])=O)=[CH:11][CH:10]=2)[CH2:3]1.NN, predict the reaction product.